From a dataset of Catalyst prediction with 721,799 reactions and 888 catalyst types from USPTO. Predict which catalyst facilitates the given reaction. (1) Reactant: [N:1]1[CH:6]=[CH:5][CH:4]=[CH:3][C:2]=1[C:7]1[CH:15]=[CH:14][CH:13]=[C:12]2[C:8]=1[CH2:9][C:10](=[O:16])[NH:11]2.[CH3:17][C:18]1[C:22]([C:23]([N:25]2[CH2:30][CH2:29][N:28]([CH3:31])[CH2:27][CH2:26]2)=[O:24])=[C:21]([CH3:32])[NH:20][C:19]=1[CH:33]=O.N1CCCCC1. Product: [CH3:17][C:18]1[C:22]([C:23]([N:25]2[CH2:26][CH2:27][N:28]([CH3:31])[CH2:29][CH2:30]2)=[O:24])=[C:21]([CH3:32])[NH:20][C:19]=1[CH:33]=[C:9]1[C:8]2[C:12](=[CH:13][CH:14]=[CH:15][C:7]=2[C:2]2[CH:3]=[CH:4][CH:5]=[CH:6][N:1]=2)[NH:11][C:10]1=[O:16]. The catalyst class is: 8. (2) Reactant: [F:1][C:2]1[CH:7]=[CH:6][CH:5]=[CH:4][C:3]=1[N:8]1[C:16]2[C:11](=[C:12]([N:17]3[CH2:24][C@H:23]4[C@H:19]([CH2:20][NH:21][CH2:22]4)[C:18]3=[O:25])[CH:13]=[CH:14][CH:15]=2)[CH:10]=[N:9]1.[OH:26][C@H:27]([CH3:32])[CH2:28][C:29](O)=[O:30].C(N(CC)CC)C.C(P1(=O)OP(=O)(CCC)OP(=O)(CCC)O1)CC. Product: [F:1][C:2]1[CH:7]=[CH:6][CH:5]=[CH:4][C:3]=1[N:8]1[C:16]2[C:11](=[C:12]([N:17]3[CH2:24][C@H:23]4[C@H:19]([CH2:20][N:21]([C:29](=[O:30])[CH2:28][C@H:27]([OH:26])[CH3:32])[CH2:22]4)[C:18]3=[O:25])[CH:13]=[CH:14][CH:15]=2)[CH:10]=[N:9]1. The catalyst class is: 7. (3) Reactant: C(O)(=O)C(O)=O.[Cl:7][C:8]1[C:9]([CH2:19][OH:20])=[N:10][CH:11]=[C:12]([CH:14]2OCC[O:15]2)[CH:13]=1.CC(C)=O.[OH-].[Na+]. Product: [Cl:7][C:8]1[CH:13]=[C:12]([CH:14]=[O:15])[CH:11]=[N:10][C:9]=1[CH2:19][OH:20]. The catalyst class is: 6. (4) Reactant: [NH2:1][C:2]1[CH:3]=[C:4]([CH:20]=[CH:21][C:22]=1[NH2:23])[O:5][C:6]1[CH:7]=[C:8]([NH:12][C:13](=[O:19])[O:14][C:15]([CH3:18])([CH3:17])[CH3:16])[CH:9]=[CH:10][CH:11]=1.[N:24]#[C:25]Br. Product: [NH2:24][C:25]1[NH:1][C:2]2[CH:3]=[C:4]([O:5][C:6]3[CH:7]=[C:8]([NH:12][C:13](=[O:19])[O:14][C:15]([CH3:18])([CH3:17])[CH3:16])[CH:9]=[CH:10][CH:11]=3)[CH:20]=[CH:21][C:22]=2[N:23]=1. The catalyst class is: 54. (5) Reactant: [CH2:1]1[C:9]2[C:4](=[CH:5][CH:6]=[CH:7][CH:8]=2)[CH2:3][C:2]1=O.[C-:11]#[N:12].[Na+].[C:14](=[O:17])([O-])[O-].[NH4+:18].[NH4+].[OH2:20]. Product: [CH2:1]1[C:9]2[C:4](=[CH:5][CH:6]=[CH:7][CH:8]=2)[CH2:3][C:2]21[C:11](=[O:20])[NH:12][C:14](=[O:17])[NH:18]2. The catalyst class is: 14. (6) Reactant: [N:1]1[S:2][N:3]=[C:4]2[CH:9]=[C:8]([NH:10][C:11]3[N:22]=[CH:21][CH:20]=[CH:19][C:12]=3[C:13]([O:15][CH2:16]C#N)=[O:14])[CH:7]=[CH:6][C:5]=12.C(N(CC)CC)C. Product: [N:1]1[S:2][N:3]=[C:4]2[CH:9]=[C:8]([NH:10][C:11]3[N:22]=[CH:21][CH:20]=[CH:19][C:12]=3[C:13]([O:15][CH3:16])=[O:14])[CH:7]=[CH:6][C:5]=12. The catalyst class is: 5. (7) Product: [O:1]([C:8]1[CH:14]=[CH:13][CH:12]=[CH:11][C:9]=1[NH:10][N:24]=[C:36]([C:37](=[O:39])[CH3:38])[C:33](=[O:35])[CH3:34])[C:2]1[CH:3]=[CH:4][CH:5]=[CH:6][CH:7]=1. The catalyst class is: 97. Reactant: [O:1]([C:8]1[CH:14]=[CH:13][CH:12]=[CH:11][C:9]=1[NH2:10])[C:2]1[CH:7]=[CH:6][CH:5]=[CH:4][CH:3]=1.P(=O)(O)(O)O.[N+]([O-])(O)=O.[N:24]([O-])=O.[Na+].C([O-])(=O)C.[K+].[C:33]([CH2:36][C:37](=[O:39])[CH3:38])(=[O:35])[CH3:34]. (8) Reactant: Br[C:2]1[S:6]/[C:5](=[CH:7]\[C:8]([C:10]2[CH:15]=[C:14]([Cl:16])[CH:13]=[CH:12][C:11]=2[O:17][CH3:18])=[O:9])/[N:4]([CH2:19][CH2:20][CH2:21][CH3:22])[C:3]=1[CH3:23].[F:24][C:25]1[CH:30]=[CH:29][C:28](B(O)O)=[CH:27][CH:26]=1.C1(P(C2C=CC=CC=2)C2C=CC=CC=2)C=CC=CC=1.C(=O)([O-])[O-].[K+].[K+]. Product: [CH2:19]([N:4]1[C:3]([CH3:23])=[C:2]([C:28]2[CH:29]=[CH:30][C:25]([F:24])=[CH:26][CH:27]=2)[S:6]/[C:5]/1=[CH:7]\[C:8]([C:10]1[CH:15]=[C:14]([Cl:16])[CH:13]=[CH:12][C:11]=1[O:17][CH3:18])=[O:9])[CH2:20][CH2:21][CH3:22]. The catalyst class is: 77. (9) Reactant: [CH3:1][C:2]1[CH:3]=[CH:4][C:5]([SH:11])=[C:6]([CH:10]=1)[C:7]([OH:9])=O.[C:12]([C:14]1[CH:19]=[CH:18][CH:17]=[CH:16][N:15]=1)#[N:13]. Product: [CH3:1][C:2]1[CH:3]=[CH:4][C:5]2[S:11][C:12]([C:14]3[CH:19]=[CH:18][CH:17]=[CH:16][N:15]=3)=[N:13][C:7](=[O:9])[C:6]=2[CH:10]=1. The catalyst class is: 17. (10) Reactant: [N:1]1([C:7]2[CH:12]=[CH:11][N:10]3[N:13]=[C:14]([C:26]4[CH:31]=[CH:30][CH:29]=[CH:28][CH:27]=4)[C:15]([C:16]4[CH:17]=[CH:18][C:19](=[O:25])[N:20]([CH:22]([CH3:24])[CH3:23])[N:21]=4)=[C:9]3[CH:8]=2)[CH2:6][CH2:5][NH:4][CH2:3][CH2:2]1.C(N(CC)CC)C.[C:39](Cl)(=[O:42])[O:40][CH3:41]. Product: [O:25]=[C:19]1[CH:18]=[CH:17][C:16]([C:15]2[C:14]([C:26]3[CH:27]=[CH:28][CH:29]=[CH:30][CH:31]=3)=[N:13][N:10]3[CH:11]=[CH:12][C:7]([N:1]4[CH2:2][CH2:3][N:4]([C:39]([O:40][CH3:41])=[O:42])[CH2:5][CH2:6]4)=[CH:8][C:9]=23)=[N:21][N:20]1[CH:22]([CH3:24])[CH3:23]. The catalyst class is: 91.